This data is from Forward reaction prediction with 1.9M reactions from USPTO patents (1976-2016). The task is: Predict the product of the given reaction. (1) Given the reactants [C:1](O)(=[O:13])[C@:2]1([CH2:12][CH2:11][C@@H:7]([C:8](O)=[O:9])[C:4]1([CH3:6])[CH3:5])[CH3:3], predict the reaction product. The product is: [OH:13][CH2:1][C:2]1([CH3:3])[CH2:12][CH2:11][CH:7]([CH2:8][OH:9])[C:4]1([CH3:6])[CH3:5]. (2) Given the reactants [CH2:1]([O:8][N:9]1[C:15](=[O:16])[N:14]2[CH2:17][C@H:10]1[CH2:11][CH2:12][C@H:13]2[C:18]([OH:20])=O)[C:2]1[CH:7]=[CH:6][CH:5]=[CH:4][CH:3]=1.[NH2:21][O:22][CH2:23][CH:24]1[O:29][CH2:28][CH2:27][N:26]([C:30]([O:32][C:33]([CH3:36])([CH3:35])[CH3:34])=[O:31])[CH2:25]1.ON1C2C=CC=CC=2N=N1.Cl.C(N=C=NCCCN(C)C)C, predict the reaction product. The product is: [CH2:1]([O:8][N:9]1[C:15](=[O:16])[N:14]2[CH2:17][C@H:10]1[CH2:11][CH2:12][C@H:13]2[C:18]([NH:21][O:22][CH2:23][CH:24]1[O:29][CH2:28][CH2:27][N:26]([C:30]([O:32][C:33]([CH3:36])([CH3:35])[CH3:34])=[O:31])[CH2:25]1)=[O:20])[C:2]1[CH:3]=[CH:4][CH:5]=[CH:6][CH:7]=1.